Task: Regression. Given two drug SMILES strings and cell line genomic features, predict the synergy score measuring deviation from expected non-interaction effect.. Dataset: NCI-60 drug combinations with 297,098 pairs across 59 cell lines (1) Drug 1: CCC1=CC2CC(C3=C(CN(C2)C1)C4=CC=CC=C4N3)(C5=C(C=C6C(=C5)C78CCN9C7C(C=CC9)(C(C(C8N6C)(C(=O)OC)O)OC(=O)C)CC)OC)C(=O)OC.C(C(C(=O)O)O)(C(=O)O)O. Drug 2: CC1=C(C=C(C=C1)NC(=O)C2=CC=C(C=C2)CN3CCN(CC3)C)NC4=NC=CC(=N4)C5=CN=CC=C5. Cell line: MCF7. Synergy scores: CSS=37.0, Synergy_ZIP=9.91, Synergy_Bliss=8.27, Synergy_Loewe=-21.7, Synergy_HSA=5.86. (2) Drug 1: CN(C)C1=NC(=NC(=N1)N(C)C)N(C)C. Drug 2: CC1=C(C(CCC1)(C)C)C=CC(=CC=CC(=CC(=O)O)C)C. Cell line: HT29. Synergy scores: CSS=9.31, Synergy_ZIP=3.54, Synergy_Bliss=6.47, Synergy_Loewe=0.882, Synergy_HSA=0.989. (3) Drug 1: CC(CN1CC(=O)NC(=O)C1)N2CC(=O)NC(=O)C2. Drug 2: CC(C)CN1C=NC2=C1C3=CC=CC=C3N=C2N. Cell line: MOLT-4. Synergy scores: CSS=34.7, Synergy_ZIP=-5.42, Synergy_Bliss=-10.9, Synergy_Loewe=-12.8, Synergy_HSA=-12.0. (4) Drug 1: CC1=C(C=C(C=C1)C(=O)NC2=CC(=CC(=C2)C(F)(F)F)N3C=C(N=C3)C)NC4=NC=CC(=N4)C5=CN=CC=C5. Drug 2: C1=CC=C(C(=C1)C(C2=CC=C(C=C2)Cl)C(Cl)Cl)Cl. Cell line: CCRF-CEM. Synergy scores: CSS=-6.17, Synergy_ZIP=1.95, Synergy_Bliss=-2.41, Synergy_Loewe=-3.61, Synergy_HSA=-6.02. (5) Drug 1: CC1=C2C(C(=O)C3(C(CC4C(C3C(C(C2(C)C)(CC1OC(=O)C(C(C5=CC=CC=C5)NC(=O)OC(C)(C)C)O)O)OC(=O)C6=CC=CC=C6)(CO4)OC(=O)C)OC)C)OC. Drug 2: C1CN1P(=S)(N2CC2)N3CC3. Cell line: BT-549. Synergy scores: CSS=38.1, Synergy_ZIP=-1.53, Synergy_Bliss=-5.59, Synergy_Loewe=-9.47, Synergy_HSA=-3.74.